Dataset: Reaction yield outcomes from USPTO patents with 853,638 reactions. Task: Predict the reaction yield, written as a fraction of the theoretical maximum amount of product (1.0 means a 100% yield; for example, 0.34 means a 34% yield). (1) The reactants are Br[C:2]1[CH:3]=[C:4]2[C:13](=[C:14]3[C:19]=1[CH:18]=[CH:17][CH:16]=[CH:15]3)[C:12]1[CH:20]=[CH:21][CH:22]=[CH:23][C:11]=1C1[C:5]2=[CH:6][CH:7]=[CH:8]C=1.CCO[CH2:27][CH3:28].CCCCCC.C([Li])CCC.Cl.[B:41](OC(C)C)([O:46]C(C)C)[O:42]C(C)C. No catalyst specified. The product is [CH:21]1[C:20]2[C:2]3[C:3]([C:4]4[C:13]([C:12]=2[CH:11]=[CH:23][CH:22]=1)=[CH:8][CH:7]=[CH:6][CH:5]=4)=[CH:28][C:27]([B:41]([OH:46])[OH:42])=[C:14]1[C:19]=3[CH:18]=[CH:17][CH:16]=[CH:15]1. The yield is 0.600. (2) The reactants are C1COCC1.CC1(C)[O:11][CH:10]([CH2:12][O:13][C:14]2[CH:15]=[CH:16][C:17]3[C:29](=[O:30])[C:28]4[C:27]5[C:22](=[CH:23][C:24]([C:31]#[N:32])=[CH:25][CH:26]=5)[NH:21][C:20]=4[C:19]([CH3:34])([CH3:33])[C:18]=3[CH:35]=2)[CH2:9][O:8]1.C12(CS(O)(=O)=O)C(C)(C)C(CC1)CC2=O. The catalyst is O. The product is [OH:11][C@H:10]([CH2:9][OH:8])[CH2:12][O:13][C:14]1[CH:15]=[CH:16][C:17]2[C:29](=[O:30])[C:28]3[C:27]4[C:22](=[CH:23][C:24]([C:31]#[N:32])=[CH:25][CH:26]=4)[NH:21][C:20]=3[C:19]([CH3:34])([CH3:33])[C:18]=2[CH:35]=1. The yield is 0.720. (3) The reactants are [Cl:1][C:2]1[C:3]([Cl:12])=[C:4](Cl)[C:5]2[N:6]([CH:8]=[CH:9][N:10]=2)[N:7]=1.[CH2:13]([O:15][C:16]1[CH:22]=[CH:21][C:19]([NH2:20])=[CH:18][CH:17]=1)[CH3:14].C(N(CC)CC)C. The catalyst is CCO. The product is [Cl:1][C:2]1[C:3]([Cl:12])=[C:4]([NH:20][C:19]2[CH:21]=[CH:22][C:16]([O:15][CH2:13][CH3:14])=[CH:17][CH:18]=2)[C:5]2[N:6]([CH:8]=[CH:9][N:10]=2)[N:7]=1. The yield is 0.860. (4) The reactants are C(OC(=O)C)(=[O:3])C.[C:8]([O:11][CH:12]1[CH2:17][CH2:16][CH:15]([C:18](=[O:37])[CH2:19][N:20]2[C:29]3[C:24](=[CH:25][N+:26]([O-])=[CH:27][CH:28]=3)[C:23]3[CH:31]=[C:32]([F:35])[CH:33]=[CH:34][C:22]=3[C:21]2=[O:36])[CH2:14][CH2:13]1)(=[O:10])[CH3:9].O. No catalyst specified. The product is [C:8]([O:11][CH:12]1[CH2:17][CH2:16][CH:15]([C:18](=[O:37])[CH2:19][N:20]2[C:29]3[CH:28]=[CH:27][NH:26][C:25](=[O:3])[C:24]=3[C:23]3[CH:31]=[C:32]([F:35])[CH:33]=[CH:34][C:22]=3[C:21]2=[O:36])[CH2:14][CH2:13]1)(=[O:10])[CH3:9]. The yield is 0.760. (5) The reactants are [OH:1][C:2]([CH3:16])([CH3:15])[CH2:3][O:4][C:5]1[C:12]([CH3:13])=[CH:11][C:8]([C:9]#[N:10])=[CH:7][C:6]=1[CH3:14].N1C=CN=C1.[Si:22](Cl)([C:25]([CH3:28])([CH3:27])[CH3:26])([CH3:24])[CH3:23].O. The catalyst is CN(C=O)C. The product is [Si:22]([O:1][C:2]([CH3:16])([CH3:15])[CH2:3][O:4][C:5]1[C:12]([CH3:13])=[CH:11][C:8]([C:9]#[N:10])=[CH:7][C:6]=1[CH3:14])([C:25]([CH3:28])([CH3:27])[CH3:26])([CH3:24])[CH3:23]. The yield is 0.540. (6) The reactants are Br[CH2:2][C:3]1[C:11]2[O:10][C:9]([C:12]3[CH:17]=[CH:16][C:15]([OH:18])=[CH:14][CH:13]=3)=[N:8][C:7]=2[CH:6]=[C:5]([OH:19])[CH:4]=1.C1OCCOCCOCCOCCOCCOC1.[C-:38]#[N:39].[K+].O. The catalyst is CN(C)C=O. The product is [OH:19][C:5]1[CH:4]=[C:3]([CH2:2][C:38]#[N:39])[C:11]2[O:10][C:9]([C:12]3[CH:17]=[CH:16][C:15]([OH:18])=[CH:14][CH:13]=3)=[N:8][C:7]=2[CH:6]=1. The yield is 0.750. (7) The reactants are [OH:1][C:2]1[C:7]([CH3:8])=[C:6]([O:9][CH2:10][C:11]2[O:15][N:14]=[C:13]([CH2:16][C:17]3[CH:22]=[CH:21][CH:20]=[C:19](I)[CH:18]=3)[N:12]=2)[CH:5]=[CH:4][C:3]=1[C:24](=[O:26])[CH3:25].S([O-])(OCCCCCCCCCCCC)(=O)=O.[Na+].[C:45]([O-])([O-:47])=[O:46].[K+].[K+].[C]=O. The catalyst is C1(C)C=CC=CC=1.O.CC#N.CC#N.Cl[Pd]Cl.C(O)CCC. The product is [C:24]([C:3]1[CH:4]=[CH:5][C:6]([O:9][CH2:10][C:11]2[O:15][N:14]=[C:13]([CH2:16][C:17]3[CH:18]=[C:19]([CH:20]=[CH:21][CH:22]=3)[C:45]([OH:47])=[O:46])[N:12]=2)=[C:7]([CH3:8])[C:2]=1[OH:1])(=[O:26])[CH3:25]. The yield is 0.650.